This data is from Full USPTO retrosynthesis dataset with 1.9M reactions from patents (1976-2016). The task is: Predict the reactants needed to synthesize the given product. (1) Given the product [Si:1]([O:8][CH2:9][CH2:10][C:11]1[CH:16]=[CH:15][CH:14]=[CH:13][C:12]=1[C:17]([C:19]1[CH:23]=[C:22]([CH:24]2[O:28][CH2:27][CH2:26][O:25]2)[S:21][C:20]=1[CH3:29])=[O:18])([C:4]([CH3:7])([CH3:6])[CH3:5])([CH3:2])[CH3:3], predict the reactants needed to synthesize it. The reactants are: [Si:1]([O:8][CH2:9][CH2:10][C:11]1[CH:16]=[CH:15][CH:14]=[CH:13][C:12]=1[CH:17]([C:19]1[CH:23]=[C:22]([CH:24]2[O:28][CH2:27][CH2:26][O:25]2)[S:21][C:20]=1[CH3:29])[OH:18])([C:4]([CH3:7])([CH3:6])[CH3:5])([CH3:3])[CH3:2]. (2) The reactants are: [NH2:1][C:2]1[N:7]=[C:6]2[C:8]3[N:15]([CH3:16])[N:14]=[C:13]([C:17]([NH:19][C:20]4[C:25]([CH2:26][CH3:27])=[CH:24][CH:23]=[CH:22][C:21]=4[CH2:28][CH3:29])=[O:18])[C:9]=3[CH2:10][CH2:11][CH2:12][C:5]2=[CH:4][N:3]=1.I[C:31]1[CH:43]=[CH:42][C:34]([C:35]([O:37][C:38]([CH3:41])([CH3:40])[CH3:39])=[O:36])=[CH:33][C:32]=1[O:44][CH3:45].C([O-])([O-])=O.[Cs+].[Cs+].CC1(C)C2C(=C(P(C3C=CC=CC=3)C3C=CC=CC=3)C=CC=2)OC2C(P(C3C=CC=CC=3)C3C=CC=CC=3)=CC=CC1=2. Given the product [CH2:26]([C:25]1[CH:24]=[CH:23][CH:22]=[C:21]([CH2:28][CH3:29])[C:20]=1[NH:19][C:17]([C:13]1[C:9]2[CH2:10][CH2:11][CH2:12][C:5]3[C:6](=[N:7][C:2]([NH:1][C:31]4[CH:43]=[CH:42][C:34]([C:35]([O:37][C:38]([CH3:40])([CH3:41])[CH3:39])=[O:36])=[CH:33][C:32]=4[O:44][CH3:45])=[N:3][CH:4]=3)[C:8]=2[N:15]([CH3:16])[N:14]=1)=[O:18])[CH3:27], predict the reactants needed to synthesize it. (3) Given the product [CH2:9]=[C:8]1[C:11]2=[N:25][C:20]([O:19][CH2:18][C:13]3[CH:14]=[CH:15][CH:16]=[CH:17][N:12]=3)=[CH:21][C:22]([C:30]3[CH:35]=[N:34][CH:33]=[N:32][CH:31]=3)=[C:23]2[CH2:24][CH2:10]1, predict the reactants needed to synthesize it. The reactants are: C1COCC1.O([C:8]([CH3:11])([CH3:10])[CH3:9])[K].[N:12]1[CH:17]=[CH:16][CH:15]=[CH:14][C:13]=1[CH2:18][O:19][C:20]1[N:25]=[C:24]2C(=O)CC[C:23]2=[C:22]([C:30]2[CH:31]=[N:32][CH:33]=[N:34][CH:35]=2)[CH:21]=1.O.